Dataset: Full USPTO retrosynthesis dataset with 1.9M reactions from patents (1976-2016). Task: Predict the reactants needed to synthesize the given product. (1) Given the product [C:17]1([CH2:16][S:23][C:2]2[C:7]([C:8]#[N:9])=[CH:6][CH:5]=[CH:4][N:3]=2)[CH:22]=[CH:21][CH:20]=[CH:19][CH:18]=1, predict the reactants needed to synthesize it. The reactants are: Cl[C:2]1[C:7]([C:8]#[N:9])=[CH:6][CH:5]=[CH:4][N:3]=1.C(=O)([O-])[O-].[K+].[K+].[CH2:16]([SH:23])[C:17]1[CH:22]=[CH:21][CH:20]=[CH:19][CH:18]=1. (2) The reactants are: [Br:1][C:2]1[C:11]([O:12]C)=[C:10]2[C:5]([CH:6]=[N:7][C:8]([NH:14][CH3:15])=[N:9]2)=[C:4]([C:16]2[CH:21]=[CH:20][CH:19]=[C:18]([Cl:22])[CH:17]=2)[CH:3]=1.C[S-].[Na+].[Cl-].[NH4+]. Given the product [Br:1][C:2]1[C:11]([OH:12])=[C:10]2[C:5]([CH:6]=[N:7][C:8]([NH:14][CH3:15])=[N:9]2)=[C:4]([C:16]2[CH:21]=[CH:20][CH:19]=[C:18]([Cl:22])[CH:17]=2)[CH:3]=1, predict the reactants needed to synthesize it. (3) Given the product [Br:1][CH2:9][C:10]1[S:11][C:12]2[CH:18]=[CH:17][C:16]([O:19][CH3:20])=[CH:15][C:13]=2[N:14]=1, predict the reactants needed to synthesize it. The reactants are: [Br:1]N1C(=O)CCC1=O.[CH3:9][C:10]1[S:11][C:12]2[CH:18]=[CH:17][C:16]([O:19][CH3:20])=[CH:15][C:13]=2[N:14]=1. (4) Given the product [S:11]1[C:15]2[CH:16]=[C:17]([C:20]3([CH:23]=[O:28])[CH2:22][CH2:21]3)[CH:18]=[CH:19][C:14]=2[N:13]=[CH:12]1, predict the reactants needed to synthesize it. The reactants are: [H-].C([Al+]CC(C)C)C(C)C.[S:11]1[C:15]2[CH:16]=[C:17]([C:20]3([C:23]#N)[CH2:22][CH2:21]3)[CH:18]=[CH:19][C:14]=2[N:13]=[CH:12]1.C([OH:28])(C)C.C(C(C(C([O-])=O)O)O)([O-])=O.[Na+].[K+]. (5) Given the product [Cl:1][C:2]1[CH:3]=[C:4]([NH:5][C:35]([NH:43][C:44]2[S:45][C:46]([CH3:49])=[CH:47][N:48]=2)=[O:41])[CH:6]=[CH:7][C:8]=1[O:9][C:10]1[C:19]2[C:14](=[CH:15][C:16]([O:22][CH3:23])=[C:17]([O:20][CH3:21])[CH:18]=2)[N:13]=[CH:12][N:11]=1, predict the reactants needed to synthesize it. The reactants are: [Cl:1][C:2]1[CH:3]=[C:4]([CH:6]=[CH:7][C:8]=1[O:9][C:10]1[C:19]2[C:14](=[CH:15][C:16]([O:22][CH3:23])=[C:17]([O:20][CH3:21])[CH:18]=2)[N:13]=[CH:12][N:11]=1)[NH2:5].C(N(CC)CC)C.ClC(Cl)(O[C:35](=[O:41])OC(Cl)(Cl)Cl)Cl.[NH2:43][C:44]1[S:45][C:46]([CH3:49])=[CH:47][N:48]=1. (6) Given the product [Cl-:7].[CH3:1][N+:2]1[CH:6]=[CH:5][N:4]([CH2:8][CH2:9][CH2:10][CH3:11])[CH:3]=1, predict the reactants needed to synthesize it. The reactants are: [CH3:1][N:2]1[CH:6]=[CH:5][N:4]=[CH:3]1.[Cl:7][CH2:8][CH2:9][CH2:10][CH3:11]. (7) The reactants are: C(OC(=O)[CH:5]([C:16]1[N:17]([C:21]2[C:26]([F:27])=[CH:25][CH:24]=[CH:23][N:22]=2)[N:18]=[CH:19][CH:20]=1)[C:6]1[C:11]([CH2:12][CH2:13][CH3:14])=[C:10]([NH2:15])[N:9]=[CH:8][N:7]=1)C.Cl[CH2:30][CH:31]=O. Given the product [F:27][C:26]1[C:21]([N:17]2[C:16]([CH2:5][C:6]3[N:7]=[CH:8][N:9]4[CH:30]=[CH:31][N:15]=[C:10]4[C:11]=3[CH2:12][CH2:13][CH3:14])=[CH:20][CH:19]=[N:18]2)=[N:22][CH:23]=[CH:24][CH:25]=1, predict the reactants needed to synthesize it. (8) The reactants are: [C:1]([CH2:3][C:4]1([N:8]2[CH2:13][CH2:12][CH:11]([N:14]([C@@H:21]3[CH2:23][C@H:22]3[C:24]3[CH:29]=[CH:28][CH:27]=[CH:26][CH:25]=3)[C:15](=[O:20])[C:16]([F:19])([F:18])[F:17])[CH2:10][CH2:9]2)[CH2:7][NH:6][CH2:5]1)#[N:2].CCN(C(C)C)C(C)C.[C:39](Cl)(=[O:46])[C:40]1[CH:45]=[CH:44][CH:43]=[CH:42][CH:41]=1.[OH-].[Na+].O. Given the product [C:1](#[N:2])[CH3:3].[OH2:20].[C:15]([OH:20])([C:16]([F:19])([F:18])[F:17])=[O:46].[C:39]([N:6]1[CH2:5][C:4]([CH2:3][C:1]#[N:2])([N:8]2[CH2:13][CH2:12][CH:11]([NH:14][C@@H:21]3[CH2:23][C@H:22]3[C:24]3[CH:29]=[CH:28][CH:27]=[CH:26][CH:25]=3)[CH2:10][CH2:9]2)[CH2:7]1)(=[O:46])[C:40]1[CH:45]=[CH:44][CH:43]=[CH:42][CH:41]=1.[C:15]([OH:20])([C:16]([F:19])([F:18])[F:17])=[O:46], predict the reactants needed to synthesize it.